Dataset: Full USPTO retrosynthesis dataset with 1.9M reactions from patents (1976-2016). Task: Predict the reactants needed to synthesize the given product. (1) Given the product [C:1]([O:5][C:6]([N:8]1[CH2:20][C:19]2[S:18][C:17]3[N:16]=[CH:15][N:14]=[C:13]([NH:37][C:25]4[CH:26]=[CH:27][C:28]([O:29][CH2:30][C:31]5[CH:36]=[CH:35][CH:34]=[CH:33][N:32]=5)=[C:23]([Cl:22])[CH:24]=4)[C:12]=3[C:11]=2[CH2:10][CH2:9]1)=[O:7])([CH3:4])([CH3:3])[CH3:2], predict the reactants needed to synthesize it. The reactants are: [C:1]([O:5][C:6]([N:8]1[CH2:20][C:19]2[S:18][C:17]3[N:16]=[CH:15][N:14]=[C:13](Cl)[C:12]=3[C:11]=2[CH2:10][CH2:9]1)=[O:7])([CH3:4])([CH3:3])[CH3:2].[Cl:22][C:23]1[CH:24]=[C:25]([NH2:37])[CH:26]=[CH:27][C:28]=1[O:29][CH2:30][C:31]1[CH:36]=[CH:35][CH:34]=[CH:33][N:32]=1.Cl. (2) Given the product [NH2:24][CH:9]([CH2:8][C:5]1[CH:4]=[CH:3][C:2]([Cl:1])=[CH:7][CH:6]=1)[C:10]([N:11]([CH2:15][CH:16]([O:20][CH2:21][CH3:22])[O:17][CH2:18][CH3:19])[CH:12]([CH3:14])[CH3:13])=[O:23], predict the reactants needed to synthesize it. The reactants are: [Cl:1][C:2]1[CH:7]=[CH:6][C:5]([CH2:8][CH:9]([NH:24]C(=O)OCC=C)[C:10](=[O:23])[N:11]([CH2:15][CH:16]([O:20][CH2:21][CH3:22])[O:17][CH2:18][CH3:19])[CH:12]([CH3:14])[CH3:13])=[CH:4][CH:3]=1.CC1(C)C(=O)NC(=O)NC1=O. (3) Given the product [CH2:1]([N:3]1[C:15]2[CH:14]=[CH:13][C:12]([C:16]3[N:20]([CH2:21][CH2:22][O:23][CH3:24])[C:19]4[CH:25]=[CH:26][C:27]([C:29]5[NH:33][N:32]=[N:31][N:30]=5)=[CH:28][C:18]=4[N:17]=3)=[CH:11][C:10]=2[C:9]2[C:4]1=[CH:5][CH:6]=[CH:7][CH:8]=2)[CH3:2], predict the reactants needed to synthesize it. The reactants are: [CH2:1]([N:3]1[C:15]2[CH:14]=[CH:13][C:12]([C:16]3[N:20]([CH2:21][CH2:22][O:23][CH3:24])[C:19]4[CH:25]=[CH:26][C:27]([C:29]#[N:30])=[CH:28][C:18]=4[N:17]=3)=[CH:11][C:10]=2[C:9]2[C:4]1=[CH:5][CH:6]=[CH:7][CH:8]=2)[CH3:2].[N-:31]=[N+:32]=[N-:33].[Na+].[Cl-].[NH4+]. (4) Given the product [NH2:19][C@@H:14]([C:15]([CH3:18])([CH3:17])[CH3:16])[C:13]([N:4]1[C@H:3]([CH2:2][OH:1])[CH2:12][C:11]2[C:6](=[CH:7][CH:8]=[CH:9][CH:10]=2)[CH2:5]1)=[O:27], predict the reactants needed to synthesize it. The reactants are: [OH:1][CH2:2][C@@H:3]1[CH2:12][C:11]2[C:6](=[CH:7][CH:8]=[CH:9][CH:10]=2)[CH2:5][N:4]1[C:13](=[O:27])[C@@H:14]([NH:19]C(=O)OC(C)(C)C)[C:15]([CH3:18])([CH3:17])[CH3:16].Cl. (5) Given the product [ClH:43].[F:31][C:29]([F:30])([F:32])[C:27]1[CH:28]=[C:23]([CH2:22][O:21][C@@H:10]2[CH2:11][CH2:12][C@@H:13]3[NH:8][C@@:9]2([C:37]2[CH:38]=[CH:39][CH:40]=[CH:41][CH:42]=2)[CH2:15][C@H:14]3[N:16]2[CH:20]=[N:19][N:18]=[N:17]2)[CH:24]=[C:25]([C:33]([F:34])([F:36])[F:35])[CH:26]=1, predict the reactants needed to synthesize it. The reactants are: C([N:8]1[CH:13]2[CH:14]([N:16]3[CH:20]=[N:19][N:18]=[N:17]3)[CH2:15][C:9]1([C:37]1[CH:42]=[CH:41][CH:40]=[CH:39][CH:38]=1)[CH:10]([O:21][CH2:22][C:23]1[CH:28]=[C:27]([C:29]([F:32])([F:31])[F:30])[CH:26]=[C:25]([C:33]([F:36])([F:35])[F:34])[CH:24]=1)[CH2:11][CH2:12]2)C1C=CC=CC=1.[ClH:43]. (6) Given the product [CH3:27][N:28]1[CH2:32][CH2:31][N:30]([C:2]2[CH:3]=[CH:4][C:5]([C:10]([N:12]3[CH2:17][CH2:16][N:15]([C:18]4[C:23]([CH3:24])=[CH:22][C:21]([CH3:25])=[C:20]([CH3:26])[N:19]=4)[CH2:14][CH2:13]3)=[O:11])=[C:6]([CH:9]=2)[C:7]#[N:8])[C:29]1=[O:33], predict the reactants needed to synthesize it. The reactants are: Br[C:2]1[CH:3]=[CH:4][C:5]([C:10]([N:12]2[CH2:17][CH2:16][N:15]([C:18]3[C:23]([CH3:24])=[CH:22][C:21]([CH3:25])=[C:20]([CH3:26])[N:19]=3)[CH2:14][CH2:13]2)=[O:11])=[C:6]([CH:9]=1)[C:7]#[N:8].[CH3:27][N:28]1[CH2:32][CH2:31][NH:30][C:29]1=[O:33]. (7) Given the product [CH2:1]([C:7]1[C:11]([CH3:12])=[CH:10][CH2:9][C:8]=1[CH3:15])[C:2]1[C:3]([CH3:4])=[CH:2][CH2:1][C:3]=1[CH3:4], predict the reactants needed to synthesize it. The reactants are: [CH2:1]([Li])[CH2:2][CH2:3][CH3:4].Br[C:7]1[C:11](OC)([CH3:12])[CH2:10][CH2:9][C:8]=1[CH3:15].O.